From a dataset of Peptide-MHC class I binding affinity with 185,985 pairs from IEDB/IMGT. Regression. Given a peptide amino acid sequence and an MHC pseudo amino acid sequence, predict their binding affinity value. This is MHC class I binding data. (1) The peptide sequence is NQLVKDESI. The MHC is HLA-A02:02 with pseudo-sequence HLA-A02:02. The binding affinity (normalized) is 0. (2) The peptide sequence is IIDREVVANV. The MHC is HLA-A02:01 with pseudo-sequence HLA-A02:01. The binding affinity (normalized) is 0.618. (3) The peptide sequence is MPWLDNIVE. The MHC is HLA-B39:01 with pseudo-sequence HLA-B39:01. The binding affinity (normalized) is 0.0847. (4) The peptide sequence is KINEMVDELV. The binding affinity (normalized) is 0.427. The MHC is HLA-A02:03 with pseudo-sequence HLA-A02:03. (5) The peptide sequence is ALMDYGFRV. The MHC is HLA-A02:11 with pseudo-sequence HLA-A02:11. The binding affinity (normalized) is 1.00.